Dataset: Forward reaction prediction with 1.9M reactions from USPTO patents (1976-2016). Task: Predict the product of the given reaction. Given the reactants [F:1][C:2]1[CH:10]=[C:6]([C:7]([OH:9])=O)[C:5]([OH:11])=[CH:4][CH:3]=1.[Cl:12][C:13]1[CH:14]=[C:15]([CH:17]=[C:18]([Cl:20])[CH:19]=1)[NH2:16], predict the reaction product. The product is: [Cl:12][C:13]1[CH:14]=[C:15]([NH:16][C:7](=[O:9])[C:6]2[CH:10]=[C:2]([F:1])[CH:3]=[CH:4][C:5]=2[OH:11])[CH:17]=[C:18]([Cl:20])[CH:19]=1.